From a dataset of Reaction yield outcomes from USPTO patents with 853,638 reactions. Predict the reaction yield, written as a fraction of the theoretical maximum amount of product (1.0 means a 100% yield; for example, 0.34 means a 34% yield). (1) The reactants are [Cl:1][C:2]1[N:3]=[C:4](Cl)[C:5]2[CH2:11][O:10][CH2:9][CH:8]([C:12]3[CH:17]=[CH:16][C:15]([Cl:18])=[CH:14][CH:13]=3)[C:6]=2[N:7]=1.Cl.[F:21][C:22]1([F:26])[CH2:25][NH:24][CH2:23]1. No catalyst specified. The product is [Cl:1][C:2]1[N:3]=[C:4]([N:24]2[CH2:25][C:22]([F:26])([F:21])[CH2:23]2)[C:5]2[CH2:11][O:10][CH2:9][CH:8]([C:12]3[CH:17]=[CH:16][C:15]([Cl:18])=[CH:14][CH:13]=3)[C:6]=2[N:7]=1. The yield is 0.678. (2) The reactants are C([C:3](=[C:9]([O:15][CH2:16][CH3:17])/[CH:10]=[CH:11]/[N:12](C)[CH3:13])[C:4]([O:6][CH2:7][CH3:8])=[O:5])#N.C(O)(=[O:20])C. No catalyst specified. The product is [CH2:16]([O:15][C:9]1[CH:10]=[CH:11][NH:12][C:13](=[O:20])[C:3]=1[C:4]([O:6][CH2:7][CH3:8])=[O:5])[CH3:17]. The yield is 0.585. (3) The reactants are [S:1]1[CH:5]=[CH:4][N:3]=[C:2]1[C:6]([OH:8])=O.CN(C(ON1N=NC2C=CC=NC1=2)=[N+](C)C)C.F[P-](F)(F)(F)(F)F.CCN(C(C)C)C(C)C.Cl.[NH2:43][CH:44]1[C:49](=[O:50])[CH2:48][CH2:47][N:46]([C:51]([O:53][CH2:54][C:55]2[CH:60]=[CH:59][CH:58]=[CH:57][CH:56]=2)=[O:52])[CH2:45]1. The catalyst is CN(C=O)C.O. The product is [O:50]=[C:49]1[CH2:48][CH2:47][N:46]([C:51]([O:53][CH2:54][C:55]2[CH:60]=[CH:59][CH:58]=[CH:57][CH:56]=2)=[O:52])[CH2:45][CH:44]1[NH:43][C:6]([C:2]1[S:1][CH:5]=[CH:4][N:3]=1)=[O:8]. The yield is 0.120. (4) The reactants are C[O:2][C:3](=O)[C:4]1[CH:9]=[CH:8][C:7]([C:10]#[C:11][Si:12]([CH3:15])([CH3:14])[CH3:13])=[CH:6][CH:5]=1.[H-].[H-].[H-].[H-].[Li+].[Al+3]. The catalyst is C1COCC1. The product is [CH3:13][Si:12]([C:11]#[C:10][C:7]1[CH:6]=[CH:5][C:4]([CH2:3][OH:2])=[CH:9][CH:8]=1)([CH3:14])[CH3:15]. The yield is 0.930. (5) The reactants are [NH2:1][CH2:2][CH:3]([OH:6])[CH2:4][OH:5].[F:7][C:8]([F:15])([F:14])[C:9](OCC)=[O:10]. The catalyst is O1CCCC1. The product is [OH:6][CH:3]([CH2:4][OH:5])[CH2:2][NH:1][C:9](=[O:10])[C:8]([F:15])([F:14])[F:7]. The yield is 0.950.